Task: Predict the reaction yield, written as a fraction of the theoretical maximum amount of product (1.0 means a 100% yield; for example, 0.34 means a 34% yield).. Dataset: Reaction yield outcomes from USPTO patents with 853,638 reactions The reactants are [CH3:1][C:2]1[CH:7]=[C:6]([CH3:8])[CH:5]=[C:4]([CH3:9])[C:3]=1C(N)=O.Br[CH2:14][C:15]([O:17][CH3:18])=[O:16].C(=O)([O-])[O-].[Cs+].[Cs+].O.C(#[N:28])C. No catalyst specified. The product is [C:2]1([CH3:1])[CH:7]=[C:6]([CH3:8])[CH:5]=[C:4]([CH3:9])[C:3]=1[NH:28][CH2:14][C:15]([O:17][CH3:18])=[O:16]. The yield is 1.00.